From a dataset of Forward reaction prediction with 1.9M reactions from USPTO patents (1976-2016). Predict the product of the given reaction. (1) Given the reactants Cl[CH2:2][C:3]1[N:4]=[C:5]([CH:8]2[CH2:10][CH2:9]2)[S:6][CH:7]=1.CS(C)=[O:13], predict the reaction product. The product is: [CH:8]1([C:5]2[S:6][CH:7]=[C:3]([CH:2]=[O:13])[N:4]=2)[CH2:10][CH2:9]1. (2) Given the reactants [CH2:1]([NH2:6])[CH2:2][CH:3]([CH3:5])[CH3:4].[Cl:7][C:8]1[CH:13]=[CH:12][CH:11]=[CH:10][C:9]=1[S:14]([N:17]1[CH2:22][CH2:21][CH2:20][C@H:19]([C:23](O)=[O:24])[CH2:18]1)(=[O:16])=[O:15].O.ON1C2C=CC=CC=2N=N1.Cl.CN(C)CCCN=C=NCC, predict the reaction product. The product is: [CH3:4][CH:3]([CH3:5])[CH2:2][CH2:1][NH:6][C:23]([C@H:19]1[CH2:20][CH2:21][CH2:22][N:17]([S:14]([C:9]2[CH:10]=[CH:11][CH:12]=[CH:13][C:8]=2[Cl:7])(=[O:16])=[O:15])[CH2:18]1)=[O:24]. (3) Given the reactants [H-].[Na+].[CH2:3]([OH:6])[C:4]#[CH:5].Br[CH2:8][C:9]([O:11][CH3:12])=[O:10].Cl, predict the reaction product. The product is: [CH2:3]([O:6][CH2:8][C:9]([O:11][CH3:12])=[O:10])[C:4]#[CH:5]. (4) Given the reactants [F:1][CH:2]([F:25])[C:3]1[N:8]2[N:9]=[CH:10][C:11]([C:12](O)=[O:13])=[C:7]2[N:6]=[C:5]([C:15]2[CH:20]=[CH:19][C:18]([C:21]([F:24])([F:23])[F:22])=[CH:17][CH:16]=2)[CH:4]=1.[NH2:26][C:27]1[CH:28]=[C:29]([S:33]([NH:36][CH2:37][CH2:38][N:39]([CH3:41])[CH3:40])(=[O:35])=[O:34])[CH:30]=[CH:31][CH:32]=1, predict the reaction product. The product is: [CH3:40][N:39]([CH3:41])[CH2:38][CH2:37][NH:36][S:33]([C:29]1[CH:28]=[C:27]([NH:26][C:12]([C:11]2[CH:10]=[N:9][N:8]3[C:3]([CH:2]([F:25])[F:1])=[CH:4][C:5]([C:15]4[CH:16]=[CH:17][C:18]([C:21]([F:24])([F:23])[F:22])=[CH:19][CH:20]=4)=[N:6][C:7]=23)=[O:13])[CH:32]=[CH:31][CH:30]=1)(=[O:35])=[O:34]. (5) Given the reactants [CH3:1][CH:2]([O:8][C:9]1[CH:10]=[CH:11][CH:12]=[C:13]2[C:18]=1[N:17]=[C:16]([NH2:19])[CH:15]=[CH:14]2)[CH2:3][C:4]([CH3:7])([CH3:6])[CH3:5].CCN(CC)CC.[C:27]([O:35][CH2:36][C:37]1[CH:45]=[CH:44][CH:43]=[CH:42][C:38]=1[C:39](Cl)=[O:40])(=[O:34])[C:28]1[CH:33]=[CH:32][CH:31]=[CH:30][CH:29]=1, predict the reaction product. The product is: [C:27]([O:35][CH2:36][C:37]1[CH:45]=[CH:44][CH:43]=[CH:42][C:38]=1[C:39]([NH:19][C:16]1[CH:15]=[CH:14][C:13]2[C:18](=[C:9]([O:8][CH:2]([CH3:1])[CH2:3][C:4]([CH3:7])([CH3:6])[CH3:5])[CH:10]=[CH:11][CH:12]=2)[N:17]=1)=[O:40])(=[O:34])[C:28]1[CH:29]=[CH:30][CH:31]=[CH:32][CH:33]=1.